From a dataset of Catalyst prediction with 721,799 reactions and 888 catalyst types from USPTO. Predict which catalyst facilitates the given reaction. (1) Reactant: [Br:1][C:2]1[CH:3]=[C:4]([CH:25]=[CH:26][C:27]=1[CH2:28][CH3:29])[NH:5][C:6]1[C:15]2[C:10](=[CH:11][CH:12]=[CH:13][CH:14]=2)[C:9]([CH2:16][CH2:17][C:18]2[CH:23]=[CH:22][N:21]=[C:20](O)[CH:19]=2)=[CH:8][N:7]=1.P(Cl)(Cl)([Cl:32])=O.Cl.N. The catalyst class is: 880. Product: [Br:1][C:2]1[CH:3]=[C:4]([CH:25]=[CH:26][C:27]=1[CH2:28][CH3:29])[NH:5][C:6]1[C:15]2[C:10](=[CH:11][CH:12]=[CH:13][CH:14]=2)[C:9]([CH2:16][CH2:17][C:18]2[CH:23]=[CH:22][N:21]=[C:20]([Cl:32])[CH:19]=2)=[CH:8][N:7]=1. (2) Reactant: [F:1][C:2]([F:42])([F:41])[C:3]1[CH:8]=[CH:7][C:6]([C:9]2[N:13]([CH2:14][O:15][CH2:16][CH2:17][Si:18]([CH3:21])([CH3:20])[CH3:19])[C:12]([N:22]3[CH2:27][CH2:26][N:25]([C:28]4[C:33]([C:34]([F:37])([F:36])[F:35])=[CH:32][CH:31]=[CH:30][N:29]=4)[CH2:24][CH2:23]3)=[N:11][C:10]=2[C:38](O)=[O:39])=[CH:5][CH:4]=1.[NH2:43][CH2:44][CH:45]1[CH2:50][CH2:49][CH2:48][CH2:47][N:46]1[C:51]([O:53][C:54]([CH3:57])([CH3:56])[CH3:55])=[O:52].F[P-](F)(F)(F)(F)F.N1(O[P+](N(C)C)(N(C)C)N(C)C)C2C=CC=CC=2N=N1.CCN(C(C)C)C(C)C. Product: [F:42][C:2]([F:1])([F:41])[C:3]1[CH:4]=[CH:5][C:6]([C:9]2[N:13]([CH2:14][O:15][CH2:16][CH2:17][Si:18]([CH3:20])([CH3:19])[CH3:21])[C:12]([N:22]3[CH2:23][CH2:24][N:25]([C:28]4[C:33]([C:34]([F:37])([F:35])[F:36])=[CH:32][CH:31]=[CH:30][N:29]=4)[CH2:26][CH2:27]3)=[N:11][C:10]=2[C:38]([NH:43][CH2:44][CH:45]2[CH2:50][CH2:49][CH2:48][CH2:47][N:46]2[C:51]([O:53][C:54]([CH3:57])([CH3:56])[CH3:55])=[O:52])=[O:39])=[CH:7][CH:8]=1. The catalyst class is: 2. (3) Reactant: [NH2:1][C:2]1[C:11]2[C:6](=[CH:7][CH:8]=[CH:9][C:10]=2[F:12])[NH:5][C:4](=[O:13])[C:3]=1[C:14]1[NH:18][C:17]2[CH:19]=[CH:20][C:21]([N:23]3[CH2:28][CH2:27][N:26]([CH3:29])[CH2:25][CH2:24]3)=[CH:22][C:16]=2[N:15]=1.Cl(O)(=O)(=O)=O.[C:35]([OH:40])(=[O:39])[CH:36]([CH3:38])[OH:37]. Product: [C:35]([OH:40])(=[O:39])[CH:36]([CH3:38])[OH:37].[NH2:1][C:2]1[C:11]2[C:6](=[CH:7][CH:8]=[CH:9][C:10]=2[F:12])[NH:5][C:4](=[O:13])[C:3]=1[C:14]1[NH:18][C:17]2[CH:19]=[CH:20][C:21]([N:23]3[CH2:28][CH2:27][N:26]([CH3:29])[CH2:25][CH2:24]3)=[CH:22][C:16]=2[N:15]=1. The catalyst class is: 6.